From a dataset of Forward reaction prediction with 1.9M reactions from USPTO patents (1976-2016). Predict the product of the given reaction. (1) Given the reactants [CH2:1]([O:3][C:4]([C:6]1[CH:7]=[N:8][C:9]2[C:14]([C:15]=1Cl)=[CH:13][C:12]([I:17])=[CH:11][CH:10]=2)=[O:5])[CH3:2].[O-:18][CH2:19][CH3:20].[Na+], predict the reaction product. The product is: [CH2:1]([O:3][C:4]([C:6]1[CH:7]=[N:8][C:9]2[C:14]([C:15]=1[O:18][CH2:19][CH3:20])=[CH:13][C:12]([I:17])=[CH:11][CH:10]=2)=[O:5])[CH3:2]. (2) Given the reactants C([Li])CCC.[S:6]1[C:10]([C:11]2[C:12]3[CH:19]=[CH:18][N:17]([CH2:20][O:21][CH2:22][CH2:23][Si:24]([CH3:27])([CH3:26])[CH3:25])[C:13]=3[N:14]=[CH:15][N:16]=2)=[CH:9][N:8]=[CH:7]1.C(Br)(Br)(Br)[Br:29], predict the reaction product. The product is: [Br:29][C:7]1[S:6][C:10]([C:11]2[C:12]3[CH:19]=[CH:18][N:17]([CH2:20][O:21][CH2:22][CH2:23][Si:24]([CH3:27])([CH3:26])[CH3:25])[C:13]=3[N:14]=[CH:15][N:16]=2)=[CH:9][N:8]=1. (3) Given the reactants [CH2:1]([C:3]1[CH:8]=[CH:7][C:6]([CH:9]2[CH2:14][N:13]([C:15]([N:17]3[CH2:22][CH2:21][S:20][CH2:19][CH2:18]3)=[O:16])[CH2:12][CH:11]([C:23](O)=[O:24])[CH2:10]2)=[CH:5][C:4]=1[F:26])[CH3:2].O[N:28]=[C:29]([O:31][CH2:32][CH3:33])[NH2:30].CN(C(ON1N=NC2C=CC=NC1=2)=[N+](C)C)C.F[P-](F)(F)(F)(F)F.C(N(CC)C(C)C)(C)C, predict the reaction product. The product is: [CH2:32]([O:31][C:29]1[N:30]=[C:23]([CH:11]2[CH2:10][CH:9]([C:6]3[CH:7]=[CH:8][C:3]([CH2:1][CH3:2])=[C:4]([F:26])[CH:5]=3)[CH2:14][N:13]([C:15]([N:17]3[CH2:22][CH2:21][S:20][CH2:19][CH2:18]3)=[O:16])[CH2:12]2)[O:24][N:28]=1)[CH3:33]. (4) Given the reactants Cl[C:2]1[CH:11]=[N:10][C:9]2[C:4](=[CH:5][CH:6]=[C:7]([N+:12]([O-:14])=[O:13])[CH:8]=2)[N:3]=1.[CH3:15][O-:16].[Na+], predict the reaction product. The product is: [CH3:15][O:16][C:2]1[CH:11]=[N:10][C:9]2[C:4](=[CH:5][CH:6]=[C:7]([N+:12]([O-:14])=[O:13])[CH:8]=2)[N:3]=1. (5) Given the reactants [CH3:1][C@@H:2]1[CH2:7][CH2:6][C@H:5]([O:8][C:9]2[CH:18]=[C:17]3[C:12]([CH:13]=[CH:14][CH:15]=[C:16]3[CH:19]=[O:20])=[CH:11][CH:10]=2)[CH2:4][CH2:3]1.C1C(=O)N([I:28])C(=O)C1.C(O)(C(F)(F)F)=O, predict the reaction product. The product is: [I:28][C:18]1[C:9]([O:8][C@H:5]2[CH2:4][CH2:3][C@@H:2]([CH3:1])[CH2:7][CH2:6]2)=[CH:10][CH:11]=[C:12]2[C:17]=1[C:16]([CH:19]=[O:20])=[CH:15][CH:14]=[CH:13]2. (6) Given the reactants [C:1](Cl)(=O)[C:2]([Cl:4])=[O:3].[CH3:7][O:8][C:9]1[CH:17]=[CH:16]C(C(O)=O)=[CH:11][C:10]=1[N+:18]([O-:20])=[O:19], predict the reaction product. The product is: [CH3:7][O:8][C:9]1[CH:17]=[CH:16][C:1]([C:2]([Cl:4])=[O:3])=[CH:11][C:10]=1[N+:18]([O-:20])=[O:19]. (7) Given the reactants FC(F)(F)C(O)=O.[CH3:8][NH:9][CH2:10][C:11]1[CH:12]=[C:13]([C:17]2[CH:22]=[CH:21][C:20]([CH2:23][CH:24]3[S:28][C:27](=[O:29])[NH:26][C:25]3=[O:30])=[CH:19][CH:18]=2)[CH:14]=[CH:15][CH:16]=1.O1CCCC1.C(N(CC)CC)C.[C:43]1([CH2:49][C:50](Cl)=[O:51])[CH:48]=[CH:47][CH:46]=[CH:45][CH:44]=1, predict the reaction product. The product is: [O:29]=[C:27]1[NH:26][C:25](=[O:30])[CH:24]([CH2:23][C:20]2[CH:19]=[CH:18][C:17]([C:13]3[CH:14]=[CH:15][CH:16]=[C:11]([CH2:10][N:9]([CH3:8])[C:50](=[O:51])[CH2:49][C:43]4[CH:48]=[CH:47][CH:46]=[CH:45][CH:44]=4)[CH:12]=3)=[CH:22][CH:21]=2)[S:28]1.